The task is: Predict the product of the given reaction.. This data is from Forward reaction prediction with 1.9M reactions from USPTO patents (1976-2016). (1) The product is: [C:11]1([C:10]2[C:4]3[C:5](=[N:6][CH:7]=[C:2]([C:40]#[C:39][Si:35]([CH3:38])([CH3:37])[CH3:36])[N:3]=3)[O:8][C:9]=2[C:17]2[CH:22]=[CH:21][C:20]([C:23]3([NH:27][C:28](=[O:34])[O:29][C:30]([CH3:33])([CH3:32])[CH3:31])[CH2:26][CH2:25][CH2:24]3)=[CH:19][CH:18]=2)[CH:16]=[CH:15][CH:14]=[CH:13][CH:12]=1. Given the reactants Cl[C:2]1[N:3]=[C:4]2[C:10]([C:11]3[CH:16]=[CH:15][CH:14]=[CH:13][CH:12]=3)=[C:9]([C:17]3[CH:22]=[CH:21][C:20]([C:23]4([NH:27][C:28](=[O:34])[O:29][C:30]([CH3:33])([CH3:32])[CH3:31])[CH2:26][CH2:25][CH2:24]4)=[CH:19][CH:18]=3)[O:8][C:5]2=[N:6][CH:7]=1.[Si:35]([C:39]#[CH:40])([CH3:38])([CH3:37])[CH3:36].CN(C=O)C, predict the reaction product. (2) Given the reactants [NH:1]1[CH2:6][CH2:5][CH:4]([CH2:7][O:8][C:9]2[C:10]([NH2:15])=[N:11][CH:12]=[N:13][CH:14]=2)[CH2:3][CH2:2]1.[C:16]12([NH:21][C:22]([C:24]3[CH:29]=[C:28](Cl)[N:27]=[C:26]([Cl:31])[N:25]=3)=[O:23])[CH2:20][CH:18]([CH2:19]1)[CH2:17]2.CCN(CC)CC.C(Cl)Cl.CO, predict the reaction product. The product is: [NH2:15][C:10]1[C:9]([O:8][CH2:7][CH:4]2[CH2:5][CH2:6][N:1]([C:28]3[N:27]=[C:26]([Cl:31])[N:25]=[C:24]([C:22]([NH:21][C:16]45[CH2:19][CH:18]([CH2:20]4)[CH2:17]5)=[O:23])[CH:29]=3)[CH2:2][CH2:3]2)=[CH:14][N:13]=[CH:12][N:11]=1. (3) Given the reactants [BH4-].[Na+].[F:3][C:4]1[C:9]([F:10])=[CH:8][C:7]([F:11])=[CH:6][C:5]=1[C:12]#[C:13][CH2:14][N:15]1[CH2:20][CH2:19][C@@H:18]([CH2:21][CH2:22][C:23](=[N:36]O)[C:24]2[C:33]3[C:28](=[CH:29][CH:30]=[C:31]([O:34][CH3:35])[CH:32]=3)[N:27]=[CH:26][CH:25]=2)[C@@H:17]([C:38]([O:40][CH3:41])=[O:39])[CH2:16]1, predict the reaction product. The product is: [F:3][C:4]1[C:9]([F:10])=[CH:8][C:7]([F:11])=[CH:6][C:5]=1[C:12]#[C:13][CH2:14][N:15]1[CH2:20][CH2:19][C@@H:18]([CH2:21][CH2:22][CH:23]([NH2:36])[C:24]2[C:33]3[C:28](=[CH:29][CH:30]=[C:31]([O:34][CH3:35])[CH:32]=3)[N:27]=[CH:26][CH:25]=2)[C@@H:17]([C:38]([O:40][CH3:41])=[O:39])[CH2:16]1.